Dataset: Forward reaction prediction with 1.9M reactions from USPTO patents (1976-2016). Task: Predict the product of the given reaction. (1) Given the reactants [NH2:1][CH:2]1[CH2:8][C@@H:7]2[O:9][C@@H:4]([CH2:5][CH2:6]2)[CH:3]1[C:10]([O:12][CH2:13][CH3:14])=[O:11].CCN(CC)CC.[CH3:22][C:23]([O:26][C:27](O[C:27]([O:26][C:23]([CH3:25])([CH3:24])[CH3:22])=[O:28])=[O:28])([CH3:25])[CH3:24], predict the reaction product. The product is: [C:23]([O:26][C:27]([NH:1][CH:2]1[CH2:8][C@@H:7]2[O:9][C@@H:4]([CH2:5][CH2:6]2)[CH:3]1[C:10]([O:12][CH2:13][CH3:14])=[O:11])=[O:28])([CH3:25])([CH3:24])[CH3:22]. (2) Given the reactants [Br:1][C:2]1[C:3]([N:12]2[CH2:17][CH2:16][N:15]([CH2:18][CH:19]3[CH2:21][CH2:20]3)[CH2:14][CH2:13]2)=[C:4]([N+:9]([O-])=O)[C:5]([NH2:8])=[N:6][CH:7]=1.CCO.[CH3:25][O:26][C:27]1[CH:34]=[CH:33][C:30]([CH:31]=O)=[CH:29][CH:28]=1.[O-]S(S([O-])=O)=O.[Na+].[Na+], predict the reaction product. The product is: [Br:1][C:2]1[C:3]([N:12]2[CH2:17][CH2:16][N:15]([CH2:18][CH:19]3[CH2:21][CH2:20]3)[CH2:14][CH2:13]2)=[C:4]2[N:9]=[C:31]([C:30]3[CH:33]=[CH:34][C:27]([O:26][CH3:25])=[CH:28][CH:29]=3)[NH:8][C:5]2=[N:6][CH:7]=1. (3) Given the reactants C([O:3][C:4](=O)[CH2:5][NH:6][C:7]1[CH:12]=[CH:11][C:10]([F:13])=[C:9]([Cl:14])[CH:8]=1)C.[OH-].[Na+], predict the reaction product. The product is: [OH:3][CH2:4][CH2:5][NH:6][C:7]1[CH:12]=[CH:11][C:10]([F:13])=[C:9]([Cl:14])[CH:8]=1.